From a dataset of NCI-60 drug combinations with 297,098 pairs across 59 cell lines. Regression. Given two drug SMILES strings and cell line genomic features, predict the synergy score measuring deviation from expected non-interaction effect. (1) Drug 1: CN1CCC(CC1)COC2=C(C=C3C(=C2)N=CN=C3NC4=C(C=C(C=C4)Br)F)OC. Drug 2: CC1CCC2CC(C(=CC=CC=CC(CC(C(=O)C(C(C(=CC(C(=O)CC(OC(=O)C3CCCCN3C(=O)C(=O)C1(O2)O)C(C)CC4CCC(C(C4)OC)O)C)C)O)OC)C)C)C)OC. Cell line: NCI-H522. Synergy scores: CSS=28.8, Synergy_ZIP=-5.28, Synergy_Bliss=-1.43, Synergy_Loewe=1.40, Synergy_HSA=2.38. (2) Drug 1: CCC1=C2CN3C(=CC4=C(C3=O)COC(=O)C4(CC)O)C2=NC5=C1C=C(C=C5)O. Drug 2: CC1C(C(CC(O1)OC2CC(CC3=C2C(=C4C(=C3O)C(=O)C5=C(C4=O)C(=CC=C5)OC)O)(C(=O)CO)O)N)O.Cl. Cell line: UO-31. Synergy scores: CSS=42.6, Synergy_ZIP=-4.78, Synergy_Bliss=-0.921, Synergy_Loewe=-2.56, Synergy_HSA=2.18. (3) Drug 1: CC1=CC2C(CCC3(C2CCC3(C(=O)C)OC(=O)C)C)C4(C1=CC(=O)CC4)C. Drug 2: COC1=C2C(=CC3=C1OC=C3)C=CC(=O)O2. Cell line: NCI-H460. Synergy scores: CSS=-1.44, Synergy_ZIP=0.567, Synergy_Bliss=-0.484, Synergy_Loewe=-1.85, Synergy_HSA=-1.73. (4) Drug 1: CN(CC1=CN=C2C(=N1)C(=NC(=N2)N)N)C3=CC=C(C=C3)C(=O)NC(CCC(=O)O)C(=O)O. Drug 2: C1CN(CCN1C(=O)CCBr)C(=O)CCBr. Cell line: HL-60(TB). Synergy scores: CSS=68.2, Synergy_ZIP=-0.844, Synergy_Bliss=-4.13, Synergy_Loewe=-6.21, Synergy_HSA=-5.21. (5) Drug 1: C1=CC(=CC=C1CCC2=CNC3=C2C(=O)NC(=N3)N)C(=O)NC(CCC(=O)O)C(=O)O. Drug 2: CC1C(C(CC(O1)OC2CC(OC(C2O)C)OC3=CC4=CC5=C(C(=O)C(C(C5)C(C(=O)C(C(C)O)O)OC)OC6CC(C(C(O6)C)O)OC7CC(C(C(O7)C)O)OC8CC(C(C(O8)C)O)(C)O)C(=C4C(=C3C)O)O)O)O. Cell line: RPMI-8226. Synergy scores: CSS=49.0, Synergy_ZIP=5.55, Synergy_Bliss=5.53, Synergy_Loewe=-8.49, Synergy_HSA=3.81. (6) Drug 1: CC(C)NC(=O)C1=CC=C(C=C1)CNNC.Cl. Drug 2: N.N.Cl[Pt+2]Cl. Cell line: MOLT-4. Synergy scores: CSS=60.6, Synergy_ZIP=0.0613, Synergy_Bliss=-0.256, Synergy_Loewe=-1.82, Synergy_HSA=3.50.